This data is from Catalyst prediction with 721,799 reactions and 888 catalyst types from USPTO. The task is: Predict which catalyst facilitates the given reaction. (1) Reactant: [CH:1]([N-:5][CH:6]=[CH:7][N-:8][CH:9]([CH2:11][CH3:12])[CH3:10])([CH2:3][CH3:4])[CH3:2].[Li+].[Li+].[Cl:15][SiH:16](Cl)Cl. Product: [Cl:15][SiH:16]1[N:5]([CH:1]([CH2:3][CH3:4])[CH3:2])[CH:6]=[CH:7][N:8]1[CH:9]([CH2:11][CH3:12])[CH3:10]. The catalyst class is: 81. (2) Reactant: [Cl-].[OH:2][CH2:3][CH2:4][N+:5]1([CH3:10])[CH2:9][CH2:8][CH2:7][CH2:6]1.[F:11][B-:12]([F:15])([F:14])[F:13].[Na+].[Cl-].[Na+].ClCCl. Product: [F:11][B-:12]([F:15])([F:14])[F:13].[OH:2][CH2:3][CH2:4][N+:5]1([CH3:10])[CH2:9][CH2:8][CH2:7][CH2:6]1. The catalyst class is: 95. (3) Reactant: [N+:1]([C:4]1[CH:12]=[C:11]2[C:7]([CH:8]=[CH:9][NH:10]2)=[CH:6][CH:5]=1)([O-])=O.[CH2:13]([O:15][C:16](=[O:19])[CH2:17]I)[CH3:14]. Product: [CH2:13]([O:15][C:16](=[O:19])[CH2:17][C:8]1[C:7]2[C:11](=[CH:12][C:4]([NH2:1])=[CH:5][CH:6]=2)[NH:10][CH:9]=1)[CH3:14]. The catalyst class is: 23. (4) Reactant: [CH3:1][C:2]1[CH:7]=[CH:6][CH:5]=[CH:4][C:3]=1[NH:8][C:9]1[O:10][C:11]2[CH:17]=[C:16]([CH2:18][C:19](O)=[O:20])[CH:15]=[CH:14][C:12]=2[N:13]=1.C([O:25][C@@H:26]1[CH2:30][NH:29][C@H:28]([CH2:31][O:32][C:33]2[CH:41]=[CH:40][C:36]([C:37]([O-:39])=[O:38])=[CH:35][CH:34]=2)[CH2:27]1)(=O)C.CCN=C=NCCCN(C)C.Cl.C1C=CC2N(O)N=NC=2C=1.C(N(CC)CC)C. Product: [OH:25][C@@H:26]1[CH2:30][N:29]([C:19](=[O:20])[CH2:18][C:16]2[CH:15]=[CH:14][C:12]3[N:13]=[C:9]([NH:8][C:3]4[CH:4]=[CH:5][CH:6]=[CH:7][C:2]=4[CH3:1])[O:10][C:11]=3[CH:17]=2)[C@H:28]([CH2:31][O:32][C:33]2[CH:34]=[CH:35][C:36]([C:37]([OH:39])=[O:38])=[CH:40][CH:41]=2)[CH2:27]1. The catalyst class is: 3. (5) Reactant: C([O:3][C:4](=[O:34])[CH2:5][C:6]1[N:7]=[C:8]([NH:11][C:12]([C:14]2[CH:22]=[C:21]3[C:17]([CH2:18][CH2:19][N:20]3[S:23]([C:26]3[CH:31]=[C:30]([CH3:32])[CH:29]=[C:28]([CH3:33])[CH:27]=3)(=[O:25])=[O:24])=[CH:16][CH:15]=2)=[O:13])[S:9][CH:10]=1)C.[OH-].[K+].O. The catalyst class is: 8. Product: [CH3:32][C:30]1[CH:31]=[C:26]([S:23]([N:20]2[C:21]3[C:17](=[CH:16][CH:15]=[C:14]([C:12]([NH:11][C:8]4[S:9][CH:10]=[C:6]([CH2:5][C:4]([OH:34])=[O:3])[N:7]=4)=[O:13])[CH:22]=3)[CH2:18][CH2:19]2)(=[O:25])=[O:24])[CH:27]=[C:28]([CH3:33])[CH:29]=1. (6) Reactant: [Cl:1][C:2]1[CH:3]=[N:4][C:5]([N:8]2[CH2:13][CH2:12][CH:11]([C@H:14]3[CH2:16][C@H:15]3[CH2:17][CH2:18][NH2:19])[CH2:10][CH2:9]2)=[N:6][CH:7]=1.C1CCN2C(=NCCC2)CC1.F[C:32]1[CH:37]=[CH:36][C:35]([S:38]([CH3:41])(=[O:40])=[O:39])=[CH:34][CH:33]=1.O. Product: [Cl:1][C:2]1[CH:3]=[N:4][C:5]([N:8]2[CH2:13][CH2:12][CH:11]([C@H:14]3[CH2:16][C@H:15]3[CH2:17][CH2:18][NH:19][C:32]3[CH:37]=[CH:36][C:35]([S:38]([CH3:41])(=[O:40])=[O:39])=[CH:34][CH:33]=3)[CH2:10][CH2:9]2)=[N:6][CH:7]=1. The catalyst class is: 37.